Task: Predict the reactants needed to synthesize the given product.. Dataset: Full USPTO retrosynthesis dataset with 1.9M reactions from patents (1976-2016) Given the product [Cl:19][C:11]1[N:10]([CH3:13])[N:9]=[C:8]([N:3]2[C:2]([CH3:1])=[CH:6][CH:5]=[C:4]2[CH3:7])[CH:12]=1, predict the reactants needed to synthesize it. The reactants are: [CH3:1][C:2]1[N:3]([C:8]2[CH:12]=[CH:11][N:10]([CH3:13])[N:9]=2)[C:4]([CH3:7])=[CH:5][CH:6]=1.[Li]CCCC.[Cl:19]C(Cl)(Cl)C(Cl)(Cl)Cl.